This data is from Full USPTO retrosynthesis dataset with 1.9M reactions from patents (1976-2016). The task is: Predict the reactants needed to synthesize the given product. (1) Given the product [C:1]([O:5][C:6](=[O:34])[N:7]([C@H:9]([C:11](=[O:33])[NH:12][C:13]1[CH:18]=[C:17]([C:43]2[CH:42]=[CH:41][CH:40]=[C:39]3[C:44]=2[N:36]([CH3:35])[N:37]=[CH:38]3)[C:16]([Cl:20])=[C:15]([C:21]#[C:22][Si:23]([CH:30]([CH3:32])[CH3:31])([CH:27]([CH3:29])[CH3:28])[CH:24]([CH3:26])[CH3:25])[N:14]=1)[CH3:10])[CH3:8])([CH3:4])([CH3:3])[CH3:2], predict the reactants needed to synthesize it. The reactants are: [C:1]([O:5][C:6](=[O:34])[N:7]([CH:9]([C:11](=[O:33])[NH:12][C:13]1[CH:18]=[C:17](Br)[C:16]([Cl:20])=[C:15]([C:21]#[C:22][Si:23]([CH:30]([CH3:32])[CH3:31])([CH:27]([CH3:29])[CH3:28])[CH:24]([CH3:26])[CH3:25])[N:14]=1)[CH3:10])[CH3:8])([CH3:4])([CH3:3])[CH3:2].[CH3:35][N:36]1[C:44]2[C:39](=[CH:40][CH:41]=[CH:42][C:43]=2B(O)O)[CH:38]=[N:37]1.C([O-])([O-])=O.[Na+].[Na+].O1CCOCC1. (2) The reactants are: [Cl:1][C:2]1[CH:10]=[C:9]2[C:5]([CH2:6][CH2:7][N:8]2[C:11](=[O:13])[CH3:12])=[CH:4][CH:3]=1.[Br:14]Br. Given the product [Br:14][C:3]1[CH:4]=[C:5]2[C:9](=[CH:10][C:2]=1[Cl:1])[N:8]([C:11](=[O:13])[CH3:12])[CH2:7][CH2:6]2, predict the reactants needed to synthesize it. (3) Given the product [CH2:1]([N:3]1[C:7]([CH2:8][S:9][C:10]2[CH:11]=[CH:12][C:13]([NH2:16])=[CH:14][CH:15]=2)=[N:6][N:5]=[N:4]1)[CH3:2].[CH2:19]([N:21]1[N:25]=[N:24][C:23]([CH2:26][S:27][C:28]2[CH:29]=[CH:30][C:31]([NH2:34])=[CH:32][CH:33]=2)=[N:22]1)[CH3:20], predict the reactants needed to synthesize it. The reactants are: [CH2:1]([N:3]1[C:7]([CH2:8][S:9][C:10]2[CH:15]=[CH:14][C:13]([N+:16]([O-])=O)=[CH:12][CH:11]=2)=[N:6][N:5]=[N:4]1)[CH3:2].[CH2:19]([N:21]1[N:25]=[N:24][C:23]([CH2:26][S:27][C:28]2[CH:33]=[CH:32][C:31]([N+:34]([O-])=O)=[CH:30][CH:29]=2)=[N:22]1)[CH3:20]. (4) Given the product [F:19][C:20]1[CH:25]=[CH:24][CH:23]=[C:22]([F:26])[C:21]=1[NH:27][C:28](=[O:29])[NH:1][C:2]1[CH:7]=[CH:6][C:5]([C:8]2[CH:12]=[C:11]([C:13]([O:15][CH2:16][CH3:17])=[O:14])[O:10][N:9]=2)=[CH:4][C:3]=1[CH3:18], predict the reactants needed to synthesize it. The reactants are: [NH2:1][C:2]1[CH:7]=[CH:6][C:5]([C:8]2[CH:12]=[C:11]([C:13]([O:15][CH2:16][CH3:17])=[O:14])[O:10][N:9]=2)=[CH:4][C:3]=1[CH3:18].[F:19][C:20]1[CH:25]=[CH:24][CH:23]=[C:22]([F:26])[C:21]=1[N:27]=[C:28]=[O:29]. (5) Given the product [CH2:1]([O:3][C:4]([C:6]1[C:15](=[O:16])[C:14]2[C:9](=[CH:10][C:11]([Cl:18])=[C:12]([CH2:36][C:35]3[CH:38]=[CH:39][CH:40]=[C:41]([Cl:42])[C:34]=3[F:33])[N:13]=2)[N:8]([C@H:19]([C:23]([CH3:31])([CH3:30])[O:24][SiH2:25][C:26]([CH3:28])([CH3:27])[CH3:29])[CH:20]([CH3:21])[CH3:22])[CH:7]=1)=[O:5])[CH3:2], predict the reactants needed to synthesize it. The reactants are: [CH2:1]([O:3][C:4]([C:6]1[C:15](=[O:16])[C:14]2[C:9](=[CH:10][C:11]([Cl:18])=[C:12](Cl)[N:13]=2)[N:8]([C@H:19]([C:23]([CH3:31])([CH3:30])[O:24][SiH2:25][C:26]([CH3:29])([CH3:28])[CH3:27])[CH:20]([CH3:22])[CH3:21])[CH:7]=1)=[O:5])[CH3:2].[Br-].[F:33][C:34]1[C:41]([Cl:42])=[CH:40][CH:39]=[CH:38][C:35]=1[CH2:36][Zn+].Cl. (6) Given the product [CH3:27][N:22]1[C:23]2[C:19](=[C:18]([NH:17][C:15]3[C:14]([C:28]([NH2:30])=[O:29])=[CH:13][N:12]=[C:11]([NH:43][C:42]4[CH:44]=[CH:45][C:39]([O:38][CH2:37][CH2:36][N:31]5[CH2:35][CH2:34][CH2:33][CH2:32]5)=[CH:40][CH:41]=4)[N:16]=3)[CH:26]=[CH:25][CH:24]=2)[CH:20]=[CH:21]1, predict the reactants needed to synthesize it. The reactants are: N1(O[C:11]2[N:16]=[C:15]([NH:17][C:18]3[CH:26]=[CH:25][CH:24]=[C:23]4[C:19]=3[CH:20]=[CH:21][N:22]4[CH3:27])[C:14]([C:28]([NH2:30])=[O:29])=[CH:13][N:12]=2)C2C=CC=CC=2N=N1.[N:31]1([CH2:36][CH2:37][O:38][C:39]2[CH:45]=[CH:44][C:42]([NH2:43])=[CH:41][CH:40]=2)[CH2:35][CH2:34][CH2:33][CH2:32]1.O.C1(C)C=CC(S(O)(=O)=O)=CC=1. (7) Given the product [C:1]([O:5][C:6]([NH:8][C@H:9]([C:40]([O:42][C:43]([CH3:46])([CH3:45])[CH3:44])=[O:41])[CH2:10][C@H:11]([CH2:19][C:20]1[CH:25]=[CH:24][C:23]([O:26][CH2:27][CH2:28][O:29][S:30]([C:33]2[CH:38]=[CH:37][C:36]([CH3:39])=[CH:35][CH:34]=2)(=[O:31])=[O:32])=[CH:22][N+:21]=1[O-:52])[C:12]([O:14][C:15]([CH3:18])([CH3:17])[CH3:16])=[O:13])=[O:7])([CH3:2])([CH3:3])[CH3:4], predict the reactants needed to synthesize it. The reactants are: [C:1]([O:5][C:6]([NH:8][C@H:9]([C:40]([O:42][C:43]([CH3:46])([CH3:45])[CH3:44])=[O:41])[CH2:10][C@H:11]([CH2:19][C:20]1[CH:25]=[CH:24][C:23]([O:26][CH2:27][CH2:28][O:29][S:30]([C:33]2[CH:38]=[CH:37][C:36]([CH3:39])=[CH:35][CH:34]=2)(=[O:32])=[O:31])=[CH:22][N:21]=1)[C:12]([O:14][C:15]([CH3:18])([CH3:17])[CH3:16])=[O:13])=[O:7])([CH3:4])([CH3:3])[CH3:2].ClC1C=C(C=CC=1)C(OO)=[O:52].